From a dataset of Full USPTO retrosynthesis dataset with 1.9M reactions from patents (1976-2016). Predict the reactants needed to synthesize the given product. (1) Given the product [F:12][C:13]([C:1]1[CH:6]=[CH:5][CH:4]=[CH:3][CH:2]=1)([F:15])[F:14], predict the reactants needed to synthesize it. The reactants are: [CH:1]1[CH:6]=[CH:5][CH:4]=[CH:3][CH:2]=1.S(=O)(=O)(O)O.[F:12][C:13](I)([F:15])[F:14].OO. (2) Given the product [C:1]([O:5][C:6]([N:8]1[CH2:13][CH2:12][N:11]([C:14]2[CH:15]=[CH:16][C:17]([C:20]3[O:24][CH:23]=[N:22][C:21]=3[C:25](=[O:27])[NH:35][CH2:34][C:33]3[CH:36]=[CH:37][C:38]([O:40][CH3:41])=[CH:39][C:32]=3[O:31][CH3:30])=[CH:18][CH:19]=2)[CH2:10][C:9]1([CH3:29])[CH3:28])=[O:7])([CH3:4])([CH3:3])[CH3:2], predict the reactants needed to synthesize it. The reactants are: [C:1]([O:5][C:6]([N:8]1[CH2:13][CH2:12][N:11]([C:14]2[CH:19]=[CH:18][C:17]([C:20]3[O:24][CH:23]=[N:22][C:21]=3[C:25]([OH:27])=O)=[CH:16][CH:15]=2)[CH2:10][C:9]1([CH3:29])[CH3:28])=[O:7])([CH3:4])([CH3:3])[CH3:2].[CH3:30][O:31][C:32]1[CH:39]=[C:38]([O:40][CH3:41])[CH:37]=[CH:36][C:33]=1[CH2:34][NH2:35].CN(C(ON1N=NC2C=CC=NC1=2)=[N+](C)C)C.F[P-](F)(F)(F)(F)F. (3) The reactants are: [C:1](Cl)(=[O:8])[C:2]1[CH:7]=[CH:6][CH:5]=[CH:4][CH:3]=1.[NH2:10][C:11]12S[CH:12]1[CH:13]1[S:18][C:14]1(O)[CH:15]=[CH:16]2.CC(O)=O. Given the product [SH:18][C:14]1[CH:15]=[CH:16][C:11]([NH:10][C:1](=[O:8])[C:2]2[CH:7]=[CH:6][CH:5]=[CH:4][CH:3]=2)=[CH:12][CH:13]=1, predict the reactants needed to synthesize it. (4) Given the product [OH:21][C:18]1[CH:19]=[CH:20][C:15]([CH2:14][CH2:13][C:12](=[O:24])[CH2:11][C:10](=[O:25])[CH2:9][CH2:8][C:5]2[CH:6]=[CH:7][C:2]([OH:1])=[C:3]([O:26][CH3:27])[CH:4]=2)=[CH:16][C:17]=1[O:22][CH3:23], predict the reactants needed to synthesize it. The reactants are: [OH:1][C:2]1[CH:7]=[CH:6][C:5]([CH:8]=[CH:9][C:10](=[O:25])[CH2:11][C:12](=[O:24])[CH:13]=[CH:14][C:15]2[CH:20]=[CH:19][C:18]([OH:21])=[C:17]([O:22][CH3:23])[CH:16]=2)=[CH:4][C:3]=1[O:26][CH3:27]. (5) Given the product [C:35]([O:39][C:16]([NH:13][C:5]1([C:3]([O:2][CH3:1])=[O:4])[CH2:6][CH2:7]1)=[O:25])([CH3:38])([CH3:37])[CH3:36], predict the reactants needed to synthesize it. The reactants are: [CH3:1][O:2][C:3]([C:5]1(C(O)=O)[CH2:7][CH2:6]1)=[O:4].C([N:13]([CH2:16]C)CC)C.C1(P(N=[N+]=[N-])(C2C=CC=CC=2)=[O:25])C=CC=CC=1.[C:35]([OH:39])([CH3:38])([CH3:37])[CH3:36]. (6) Given the product [Cl:21][C:22]1[CH:23]=[CH:24][C:25]([N:28]2[CH2:33][CH2:32][N:31]([CH2:19][CH2:18][CH2:17][C:9]3[CH:10]=[C:11]([C:12]4[S:13][CH:14]=[CH:15][CH:16]=4)[N:7]([C:1]4[CH:6]=[CH:5][CH:4]=[CH:3][CH:2]=4)[N:8]=3)[CH2:30][CH2:29]2)=[CH:26][CH:27]=1, predict the reactants needed to synthesize it. The reactants are: [C:1]1([N:7]2[C:11]([C:12]3[S:13][CH:14]=[CH:15][CH:16]=3)=[CH:10][C:9]([CH2:17][CH2:18][CH:19]=O)=[N:8]2)[CH:6]=[CH:5][CH:4]=[CH:3][CH:2]=1.[Cl:21][C:22]1[CH:27]=[CH:26][C:25]([N:28]2[CH2:33][CH2:32][NH:31][CH2:30][CH2:29]2)=[CH:24][CH:23]=1.CCN(C(C)C)C(C)C.[BH-](OC(C)=O)(OC(C)=O)OC(C)=O.[Na+]. (7) Given the product [CH3:1][CH:2]1[CH2:7][CH2:6][C:5]([CH3:8])([CH3:9])[C:4](/[CH:10]=[CH:11]/[C:12]([N:49]2[CH2:50][CH2:51][N:46]([C:52]([NH2:54])=[O:53])[CH2:47][CH2:48]2)=[O:14])=[CH:3]1, predict the reactants needed to synthesize it. The reactants are: [CH3:1][CH:2]1[CH2:7][CH2:6][C:5]([CH3:9])([CH3:8])[C:4](/[CH:10]=[CH:11]/[C:12]([OH:14])=O)=[CH:3]1.CN(C(ON1N=NC2C=CC=NC1=2)=[N+](C)C)C.F[P-](F)(F)(F)(F)F.FC(F)(F)C(O)=O.[N:46]1([C:52]([NH2:54])=[O:53])[CH2:51][CH2:50][NH:49][CH2:48][CH2:47]1.C(N(C(C)C)CC)(C)C. (8) Given the product [F:1][C:2]1[CH:10]=[CH:9][C:8]([F:11])=[C:7]2[C:3]=1[C:4]([C:12]([O:14][CH3:20])=[O:13])=[N:5][NH:6]2, predict the reactants needed to synthesize it. The reactants are: [F:1][C:2]1[CH:10]=[CH:9][C:8]([F:11])=[C:7]2[C:3]=1[C:4]([C:12]([OH:14])=[O:13])=[N:5][NH:6]2.OS(O)(=O)=O.[CH3:20]O. (9) Given the product [NH2:7][C@H:8]([C:10]1[N:14]([C:15]2[CH:20]=[CH:19][CH:18]=[CH:17][CH:16]=2)[C:13]2[CH:21]=[C:22]([C:25]#[N:26])[CH:23]=[CH:24][C:12]=2[N:11]=1)[CH3:9], predict the reactants needed to synthesize it. The reactants are: C(OC(=O)[NH:7][C@H:8]([C:10]1[N:14]([C:15]2[CH:20]=[CH:19][CH:18]=[CH:17][CH:16]=2)[C:13]2[CH:21]=[C:22]([C:25]#[N:26])[CH:23]=[CH:24][C:12]=2[N:11]=1)[CH3:9])(C)(C)C. (10) The reactants are: [CH3:1][C:2]1([C:7]2[CH:8]=[C:9]([CH2:12][N:13]3[N:17]=[C:16]([NH2:18])[CH:15]=[N:14]3)[S:10][CH:11]=2)[O:6]CCO1.[C:19]1([C:25]2[O:29][CH:28]=[N:27][C:26]=2[C:30](O)=[O:31])[CH:24]=[CH:23][CH:22]=[CH:21][CH:20]=1. Given the product [C:2]([C:7]1[CH:8]=[C:9]([CH2:12][N:13]2[N:17]=[C:16]([NH:18][C:30]([C:26]3[N:27]=[CH:28][O:29][C:25]=3[C:19]3[CH:20]=[CH:21][CH:22]=[CH:23][CH:24]=3)=[O:31])[CH:15]=[N:14]2)[S:10][CH:11]=1)(=[O:6])[CH3:1], predict the reactants needed to synthesize it.